This data is from Reaction yield outcomes from USPTO patents with 853,638 reactions. The task is: Predict the reaction yield, written as a fraction of the theoretical maximum amount of product (1.0 means a 100% yield; for example, 0.34 means a 34% yield). (1) The reactants are [N:1]1([C:10](=[O:12])[CH3:11])[C:9]2[C:4](=[CH:5][CH:6]=[CH:7][CH:8]=2)[CH2:3][CH2:2]1.[Br:13]Br. The catalyst is C(O)(=O)C. The product is [Br:13][C:6]1[CH:5]=[C:4]2[C:9](=[CH:8][CH:7]=1)[N:1]([C:10](=[O:12])[CH3:11])[CH2:2][CH2:3]2. The yield is 0.960. (2) The yield is 0.160. The catalyst is CN(C=O)C.[Cu]I.Cl[Pd](Cl)([P](C1C=CC=CC=1)(C1C=CC=CC=1)C1C=CC=CC=1)[P](C1C=CC=CC=1)(C1C=CC=CC=1)C1C=CC=CC=1. The reactants are Br[C:2]1[CH:3]=[C:4]([NH:28][C:29](=[O:35])[CH:30]([CH2:33][CH3:34])[CH2:31][CH3:32])[CH:5]=[CH:6][C:7]=1[N:8]1[CH2:13][CH2:12][N:11]([CH:14]([C:21](=[O:27])[N:22]([CH2:25][CH3:26])[CH2:23][CH3:24])[C:15]2[CH:20]=[CH:19][CH:18]=[CH:17][CH:16]=2)[CH2:10][CH2:9]1.C1(P(C2C=CC=CC=2)C2C=CC=CC=2)C=CC=CC=1.C(NCC)C.[CH3:60][Si:61]([C:64]#[CH:65])([CH3:63])[CH3:62]. The product is [CH2:23]([N:22]([CH2:25][CH3:26])[C:21]([CH:14]([C:15]1[CH:20]=[CH:19][CH:18]=[CH:17][CH:16]=1)[N:11]1[CH2:12][CH2:13][N:8]([C:7]2[CH:6]=[CH:5][C:4]([NH:28][C:29](=[O:35])[CH:30]([CH2:33][CH3:34])[CH2:31][CH3:32])=[CH:3][C:2]=2[C:65]#[C:64][Si:61]([CH3:63])([CH3:62])[CH3:60])[CH2:9][CH2:10]1)=[O:27])[CH3:24]. (3) The yield is 0.990. The product is [Br:13][CH2:14][CH2:15][CH2:16][CH2:17][CH2:18][C:19]([C:7]1[CH:8]=[C:3]([O:2][CH3:1])[C:4]([O:11][CH3:12])=[CH:5][C:6]=1[O:9][CH3:10])=[O:20]. The reactants are [CH3:1][O:2][C:3]1[CH:8]=[CH:7][C:6]([O:9][CH3:10])=[CH:5][C:4]=1[O:11][CH3:12].[Br:13][CH2:14][CH2:15][CH2:16][CH2:17][CH2:18][C:19](Cl)=[O:20].[Al+3].[Cl-].[Cl-].[Cl-].Cl. The catalyst is C(Cl)Cl. (4) The reactants are [Cl:1][C:2]1[CH:3]=[C:4]([CH:8]2[C:12]([C:15]3[CH:20]=[CH:19][C:18]([Cl:21])=[CH:17][CH:16]=3)([C:13]#[N:14])[CH:11]([CH2:22][C:23]([CH3:26])([CH3:25])[CH3:24])[NH:10][CH:9]2[C:27](O)=[O:28])[CH:5]=[CH:6][CH:7]=1.[CH3:30][C:31]([CH3:36])([CH3:35])[CH2:32][CH2:33][NH2:34].CN(C(ON1N=NC2C=CC=NC1=2)=[N+](C)C)C.F[P-](F)(F)(F)(F)F.CCN(C(C)C)C(C)C. The catalyst is C(Cl)Cl. The product is [CH3:30][C:31]([CH3:36])([CH3:35])[CH2:32][CH2:33][NH:34][C:27]([CH:9]1[CH:8]([C:4]2[CH:5]=[CH:6][CH:7]=[C:2]([Cl:1])[CH:3]=2)[C:12]([C:15]2[CH:20]=[CH:19][C:18]([Cl:21])=[CH:17][CH:16]=2)([C:13]#[N:14])[CH:11]([CH2:22][C:23]([CH3:24])([CH3:26])[CH3:25])[NH:10]1)=[O:28]. The yield is 0.295. (5) The reactants are N1CCC[C@H]1C(O)=O.[OH-].[Na+].Br[C:12]1[C:13]([O:22][CH2:23][C:24]([F:27])([F:26])[F:25])=[N:14][CH:15]=[C:16]([CH:21]=1)[C:17]([O:19][CH3:20])=[O:18].[CH3:28][S:29]([O-:31])=[O:30].[Na+]. The catalyst is [Cu]I.CS(C)=O. The product is [CH3:28][S:29]([C:12]1[C:13]([O:22][CH2:23][C:24]([F:27])([F:26])[F:25])=[N:14][CH:15]=[C:16]([CH:21]=1)[C:17]([O:19][CH3:20])=[O:18])(=[O:31])=[O:30]. The yield is 0.270. (6) The reactants are C(N(CC)CC)C.[Cl:8][C:9]1[C:10]([N:15]2[CH:19]([C:20]([O:22][CH2:23][CH3:24])=[O:21])[CH2:18][C:17](=[O:25])[NH:16]2)=[N:11][CH:12]=[CH:13][CH:14]=1.[C:26]1([CH3:36])[CH:31]=[CH:30][C:29]([S:32](Cl)(=[O:34])=[O:33])=[CH:28][CH:27]=1. The catalyst is ClCCl.C1(C)C=CC(S(Cl)(=O)=O)=CC=1.C(N(CC)CC)C. The product is [Cl:8][C:9]1[C:10]([N:15]2[CH:19]([C:20]([O:22][CH2:23][CH3:24])=[O:21])[CH2:18][C:17]([O:25][S:32]([C:29]3[CH:30]=[CH:31][C:26]([CH3:36])=[CH:27][CH:28]=3)(=[O:34])=[O:33])=[N:16]2)=[N:11][CH:12]=[CH:13][CH:14]=1. The yield is 0.870. (7) The reactants are [C:1]([O:5][C:6](=[O:19])[NH:7][C@H:8]([C:12]1[CH:17]=[CH:16][N:15]=[C:14](Br)[CH:13]=1)[CH2:9][CH:10]=[CH2:11])([CH3:4])([CH3:3])[CH3:2].[F:20][CH:21]([F:30])[N:22]1[CH:26]=[C:25]([N+:27]([O-:29])=[O:28])[CH:24]=[N:23]1.C12(P(C34CC5CC(CC(C5)C3)C4)CCCC)CC3CC(CC(C3)C1)C2.C([O-])([O-])=O.[K+].[K+].C(O)(=O)C(C)(C)C. The catalyst is CC([O-])=O.CC([O-])=O.[Pd+2].CN(C=O)C. The product is [C:1]([O:5][C:6](=[O:19])[NH:7][C@H:8]([C:12]1[CH:17]=[CH:16][N:15]=[C:14]([C:26]2[N:22]([CH:21]([F:20])[F:30])[N:23]=[CH:24][C:25]=2[N+:27]([O-:29])=[O:28])[CH:13]=1)[CH2:9][CH:10]=[CH2:11])([CH3:4])([CH3:3])[CH3:2]. The yield is 0.520. (8) The reactants are [NH2:1][C:2]1[C:7]([CH:8]=O)=[CH:6][CH:5]=[C:4]([CH2:10][OH:11])[N:3]=1.[N+](=[C:14](P(=O)(OC)OC)C(=O)C)=[N-].C(=O)([O-])[O-].[K+].[K+].[Cl-].[NH4+].[Cl-].[Na+]. The catalyst is CO. The product is [NH2:1][C:2]1[N:3]=[C:4]([CH2:10][OH:11])[CH:5]=[CH:6][C:7]=1[C:8]#[CH:14]. The yield is 0.470. (9) The reactants are Br[C:2]1[C:10]2[C:9]([NH2:11])=[N:8][CH:7]=[N:6][C:5]=2[N:4]([CH:12]2[CH2:15][O:14][CH2:13]2)[CH:3]=1.CC1(C)C(C)(C)OB([C:24]2[CH:25]=[C:26]3[C:30](=[CH:31][CH:32]=2)[N:29]([C:33](=[O:45])[CH2:34][C:35]2[CH:40]=[CH:39][CH:38]=[C:37]([C:41]([F:44])([F:43])[F:42])[CH:36]=2)[CH2:28][CH2:27]3)O1.O1CCOCC1.C([O-])(O)=O.[Na+]. The catalyst is O.C1C=CC([P]([Pd]([P](C2C=CC=CC=2)(C2C=CC=CC=2)C2C=CC=CC=2)([P](C2C=CC=CC=2)(C2C=CC=CC=2)C2C=CC=CC=2)[P](C2C=CC=CC=2)(C2C=CC=CC=2)C2C=CC=CC=2)(C2C=CC=CC=2)C2C=CC=CC=2)=CC=1. The product is [O:14]1[CH2:15][CH:12]([N:4]2[C:5]3[N:6]=[CH:7][N:8]=[C:9]([NH2:11])[C:10]=3[C:2]([C:24]3[CH:25]=[C:26]4[C:30](=[CH:31][CH:32]=3)[N:29]([C:33](=[O:45])[CH2:34][C:35]3[CH:40]=[CH:39][CH:38]=[C:37]([C:41]([F:44])([F:42])[F:43])[CH:36]=3)[CH2:28][CH2:27]4)=[CH:3]2)[CH2:13]1. The yield is 0.502. (10) The reactants are Cl[C:2]1[C:7]([CH:8]([CH2:13][CH2:14][CH3:15])[C:9]([O:11][CH3:12])=[O:10])=[C:6]([CH3:16])[N:5]=[C:4]([C:17]2[CH:22]=[CH:21][CH:20]=[CH:19][CH:18]=2)[N:3]=1.C(N(CC)C(C)C)(C)C.[Cl:32][C:33]1[CH:38]=[CH:37][C:36](B(O)O)=[C:35]([O:42][CH3:43])[CH:34]=1.COCCOC.O. The catalyst is [Cl-].[Na+].O.C1C=CC([P]([Pd]([P](C2C=CC=CC=2)(C2C=CC=CC=2)C2C=CC=CC=2)([P](C2C=CC=CC=2)(C2C=CC=CC=2)C2C=CC=CC=2)[P](C2C=CC=CC=2)(C2C=CC=CC=2)C2C=CC=CC=2)(C2C=CC=CC=2)C2C=CC=CC=2)=CC=1. The product is [Cl:32][C:33]1[CH:38]=[CH:37][C:36]([C:2]2[C:7]([CH:8]([CH2:13][CH2:14][CH3:15])[C:9]([O:11][CH3:12])=[O:10])=[C:6]([CH3:16])[N:5]=[C:4]([C:17]3[CH:22]=[CH:21][CH:20]=[CH:19][CH:18]=3)[N:3]=2)=[C:35]([O:42][CH3:43])[CH:34]=1. The yield is 0.600.